This data is from Catalyst prediction with 721,799 reactions and 888 catalyst types from USPTO. The task is: Predict which catalyst facilitates the given reaction. (1) Reactant: C(C1C=CC=CC=1[N:9]1[C:13]([C:14]2[O:15][CH:16]=[CH:17][CH:18]=2)=[CH:12][C:11]([C:19]([F:22])([F:21])[F:20])=[N:10]1)#N.FC(F)(F)C(=O)CC(C1OC=CC=1)=[O:28].O.NN. Product: [O:15]1[CH:16]=[CH:17][CH:18]=[C:14]1[CH:13]1[NH:9][NH:10][C:11]([C:19]([F:22])([F:21])[F:20])([OH:28])[CH2:12]1. The catalyst class is: 8. (2) Reactant: [Zn:1].BrCCBr.C[Si]([Cl:10])(C)C.[Cl:11][C:12]1[C:13]([F:20])=[C:14]([CH:17]=[CH:18][CH:19]=1)[CH2:15]Cl. Product: [Cl-:10].[Cl:11][C:12]1[C:13]([F:20])=[C:14]([CH:17]=[CH:18][CH:19]=1)[CH2:15][Zn+:1]. The catalyst class is: 7. (3) Reactant: [CH2:1]([C:3]1[S:7][C:6]([CH:8]=O)=[CH:5][CH:4]=1)[CH3:2].Cl.[C:11]([O:15][C:16](=[O:20])[CH2:17][CH2:18][NH2:19])([CH3:14])([CH3:13])[CH3:12].C(O[BH-](OC(=O)C)OC(=O)C)(=O)C.[Na+].C(=O)(O)[O-].[Na+]. Product: [C:11]([O:15][C:16](=[O:20])[CH2:17][CH2:18][NH:19][CH2:8][C:6]1[S:7][C:3]([CH2:1][CH3:2])=[CH:4][CH:5]=1)([CH3:14])([CH3:13])[CH3:12]. The catalyst class is: 2.